From a dataset of M1 muscarinic receptor antagonist screen with 61,756 compounds. Binary Classification. Given a drug SMILES string, predict its activity (active/inactive) in a high-throughput screening assay against a specified biological target. The result is 0 (inactive). The drug is Clc1cc(F)c(NC(=O)Cn2c3c(c4n(nc(n4)CCn4nc(cc4C)C)c2=O)cccc3)cc1.